This data is from Choline transporter screen with 302,306 compounds. The task is: Binary Classification. Given a drug SMILES string, predict its activity (active/inactive) in a high-throughput screening assay against a specified biological target. (1) The molecule is O(C1CCC(CC1)C)C(=O)C=1C(NC(=O)NC1C)c1cc(OC)c(O)cc1. The result is 0 (inactive). (2) The drug is S(c1n(c(=O)c2c(n1)[nH]nc2)c1ccccc1)CC(=O)c1cc2OCCOc2cc1. The result is 0 (inactive). (3) The compound is O=C(n1c2c(CCCC2)c2c1cccc2)CN1CCC(CC1)C. The result is 0 (inactive). (4) The molecule is O1CCN(CC1)c1nc(cc(n1)N\N=C\c1ccc(OCC)cc1)C. The result is 0 (inactive). (5) The result is 0 (inactive). The drug is S(=O)(=O)(N1CCC(CC1)C(OC)=O)CCNC(=O)c1cc2OCOc2cc1. (6) The result is 0 (inactive). The molecule is Clc1c(OCCn2c(nc3c2cccc3)CNc2ccc(cc2)C(O)=O)cccc1.